Dataset: Reaction yield outcomes from USPTO patents with 853,638 reactions. Task: Predict the reaction yield, written as a fraction of the theoretical maximum amount of product (1.0 means a 100% yield; for example, 0.34 means a 34% yield). The reactants are [CH2:1]([C@H:3]1[C@@H:7]([C:8]([NH:10][NH:11][C:12]2[N:13]=[C:14]3[CH:20]=[CH:19][N:18]([S:21]([C:24]4[CH:30]=[CH:29][C:27]([CH3:28])=[CH:26][CH:25]=4)(=[O:23])=[O:22])[C:15]3=[N:16][CH:17]=2)=O)[CH2:6][N:5](C(OC(C)(C)C)=O)[CH2:4]1)[CH3:2].S(Cl)(Cl)=O.Cl.CCOCC. The catalyst is O1CCOCC1. The product is [CH2:1]([C@H:3]1[CH2:4][NH:5][CH2:6][C@H:7]1[C:8]1[N:13]2[C:14]3[CH:20]=[CH:19][N:18]([S:21]([C:24]4[CH:30]=[CH:29][C:27]([CH3:28])=[CH:26][CH:25]=4)(=[O:23])=[O:22])[C:15]=3[N:16]=[CH:17][C:12]2=[N:11][N:10]=1)[CH3:2]. The yield is 0.800.